From a dataset of Peptide-MHC class II binding affinity with 134,281 pairs from IEDB. Regression. Given a peptide amino acid sequence and an MHC pseudo amino acid sequence, predict their binding affinity value. This is MHC class II binding data. (1) The peptide sequence is GITDRDFIEGVHGGT. The MHC is DRB1_0802 with pseudo-sequence DRB1_0802. The binding affinity (normalized) is 0. (2) The peptide sequence is EREKSAAIDGEYRLK. The MHC is DRB1_1501 with pseudo-sequence DRB1_1501. The binding affinity (normalized) is 0. (3) The binding affinity (normalized) is 0.514. The MHC is DRB1_0101 with pseudo-sequence DRB1_0101. The peptide sequence is SSMAERFKTKGRYNL. (4) The peptide sequence is AFKVAATAAHAAPAN. The MHC is DRB1_1001 with pseudo-sequence DRB1_1001. The binding affinity (normalized) is 0.824. (5) The peptide sequence is LLDNRSNHYEEVIAS. The MHC is DRB1_0404 with pseudo-sequence DRB1_0404. The binding affinity (normalized) is 0.137. (6) The peptide sequence is VKEIPPRLLYAKSSP. The MHC is DRB4_0101 with pseudo-sequence DRB4_0103. The binding affinity (normalized) is 0.260. (7) The peptide sequence is RGHHRQVIGAAQLGR. The MHC is HLA-DPA10103-DPB10401 with pseudo-sequence HLA-DPA10103-DPB10401. The binding affinity (normalized) is 0.303. (8) The peptide sequence is FFLLTRILTIPQSLD. The MHC is HLA-DQA10501-DQB10301 with pseudo-sequence HLA-DQA10501-DQB10301. The binding affinity (normalized) is 0.468.